From a dataset of Reaction yield outcomes from USPTO patents with 853,638 reactions. Predict the reaction yield, written as a fraction of the theoretical maximum amount of product (1.0 means a 100% yield; for example, 0.34 means a 34% yield). (1) The reactants are [CH2:1]([CH:8]1[CH2:13][CH2:12][N:11]([C:14]([C:16]2[NH:17][C:18]3[C:23]([CH:24]=2)=[CH:22][C:21]([N+:25]([O-])=O)=[CH:20][CH:19]=3)=[O:15])[CH2:10][CH2:9]1)[C:2]1[CH:7]=[CH:6][CH:5]=[CH:4][CH:3]=1. The catalyst is [Pd].CO. The product is [NH2:25][C:21]1[CH:22]=[C:23]2[C:18](=[CH:19][CH:20]=1)[NH:17][C:16]([C:14]([N:11]1[CH2:12][CH2:13][CH:8]([CH2:1][C:2]3[CH:7]=[CH:6][CH:5]=[CH:4][CH:3]=3)[CH2:9][CH2:10]1)=[O:15])=[CH:24]2. The yield is 0.590. (2) The reactants are [Br:1][C:2]1[CH:8]=[C:7]([O:9]C)[C:5]([NH2:6])=[CH:4][C:3]=1[Cl:11].B(Br)(Br)Br. The catalyst is C(Cl)Cl. The product is [NH2:6][C:5]1[CH:4]=[C:3]([Cl:11])[C:2]([Br:1])=[CH:8][C:7]=1[OH:9]. The yield is 0.972. (3) The reactants are [NH:1]1[CH2:6][CH2:5][CH:4]([C:7]([C:15]2[CH:20]=[CH:19][CH:18]=[CH:17][N:16]=2)([C:9]2[CH:14]=[CH:13][CH:12]=[CH:11][N:10]=2)O)[CH2:3][CH2:2]1. The catalyst is O=S(Cl)Cl.[Zn]. The product is [NH:1]1[CH2:6][CH2:5][CH:4]([CH:7]([C:9]2[CH:14]=[CH:13][CH:12]=[CH:11][N:10]=2)[C:15]2[CH:20]=[CH:19][CH:18]=[CH:17][N:16]=2)[CH2:3][CH2:2]1. The yield is 0.690. (4) The reactants are [Br:1][C:2]1[CH:3]=[C:4]([CH:7]=[C:8](F)[CH:9]=1)[C:5]#[N:6].[NH:11]1[CH2:16][CH2:15][O:14][CH2:13][CH2:12]1. No catalyst specified. The product is [Br:1][C:2]1[CH:3]=[C:4]([CH:7]=[C:8]([N:11]2[CH2:16][CH2:15][O:14][CH2:13][CH2:12]2)[CH:9]=1)[C:5]#[N:6]. The yield is 0.810.